From a dataset of Forward reaction prediction with 1.9M reactions from USPTO patents (1976-2016). Predict the product of the given reaction. (1) Given the reactants [Al+3].[Cl-].[Cl-].[Cl-].C(NB)(C)(C)C.[CH2:11]([N:18]1[CH2:26][CH2:25][CH:24]2[CH:20]([C:21](=O)[C:22]3[CH:29]=[CH:28][S:27][C:23]=32)[CH2:19]1)[C:12]1[CH:17]=[CH:16][CH:15]=[CH:14][CH:13]=1.[Al+3].[Cl-].[Cl-].[Cl-].B.Cl.[OH-].[Na+], predict the reaction product. The product is: [CH2:11]([N:18]1[CH2:26][CH2:25][CH:24]2[CH:20]([CH2:21][C:22]3[CH:29]=[CH:28][S:27][C:23]=32)[CH2:19]1)[C:12]1[CH:13]=[CH:14][CH:15]=[CH:16][CH:17]=1. (2) Given the reactants [OH:1][CH2:2][C@H:3]1[CH2:8][CH2:7][CH2:6][C@H:5]([NH:9]C(=O)OCC2C=CC=CC=2)[CH2:4]1, predict the reaction product. The product is: [NH2:9][C@H:5]1[CH2:6][CH2:7][CH2:8][C@H:3]([CH2:2][OH:1])[CH2:4]1. (3) The product is: [Cl:13][C:5]1[C:4]2[C:9](=[CH:10][CH:11]=[C:2]([NH:18][CH2:17][C:16]3[C:19]([F:23])=[CH:20][CH:21]=[CH:22][C:15]=3[Cl:14])[CH:3]=2)[C:8](=[O:12])[NH:7][N:6]=1. Given the reactants Br[C:2]1[CH:3]=[C:4]2[C:9](=[CH:10][CH:11]=1)[C:8](=[O:12])[NH:7][N:6]=[C:5]2[Cl:13].[Cl:14][C:15]1[CH:22]=[CH:21][CH:20]=[C:19]([F:23])[C:16]=1[CH2:17][NH2:18].C1C=CC(P(C2C(C3C(P(C4C=CC=CC=4)C4C=CC=CC=4)=CC=C4C=3C=CC=C4)=C3C(C=CC=C3)=CC=2)C2C=CC=CC=2)=CC=1.CC([O-])(C)C.[Na+], predict the reaction product.